This data is from Full USPTO retrosynthesis dataset with 1.9M reactions from patents (1976-2016). The task is: Predict the reactants needed to synthesize the given product. (1) Given the product [Cl:1][C:2]1[CH:3]=[C:4]([NH:8][C:9]2[CH:14]=[CH:13][N:12]3[N:15]=[CH:16][C:17]([CH:18]=[C:22]4[CH2:23][CH2:24][C:25](=[O:26])[NH:20][C:21]4=[O:27])=[C:11]3[N:10]=2)[CH:5]=[CH:6][CH:7]=1, predict the reactants needed to synthesize it. The reactants are: [Cl:1][C:2]1[CH:3]=[C:4]([NH:8][C:9]2[CH:14]=[CH:13][N:12]3[N:15]=[CH:16][C:17]([CH:18]=O)=[C:11]3[N:10]=2)[CH:5]=[CH:6][CH:7]=1.[NH:20]1[C:25](=[O:26])[CH2:24][CH2:23][CH2:22][C:21]1=[O:27].N1CCCCC1. (2) Given the product [C:41]([C:39]1[CH:40]=[C:36]([NH:35][C:34]([NH:29][C@@H:22]2[C:23]3[C:28](=[CH:27][CH:26]=[CH:25][CH:24]=3)[C@H:19]([O:18][C:15]3[CH:16]=[CH:17][C:12]4[N:13]([C:9]([C@@H:3]5[CH2:4][C:5]([CH3:8])([CH3:7])[CH2:6][N:2]5[CH3:1])=[N:10][N:11]=4)[CH:14]=3)[CH2:20][CH2:21]2)=[O:33])[N:37]([C:45]2[CH:50]=[CH:49][C:48]([CH3:51])=[CH:47][CH:46]=2)[N:38]=1)([CH3:44])([CH3:42])[CH3:43], predict the reactants needed to synthesize it. The reactants are: [CH3:1][N:2]1[CH2:6][C:5]([CH3:8])([CH3:7])[CH2:4][C@H:3]1[C:9]1[N:13]2[CH:14]=[C:15]([O:18][C@H:19]3[C:28]4[C:23](=[CH:24][CH:25]=[CH:26][CH:27]=4)[C@@H:22]([NH2:29])[CH2:21][CH2:20]3)[CH:16]=[CH:17][C:12]2=[N:11][N:10]=1.ClC(Cl)(Cl)C[O:33][C:34](=O)[NH:35][C:36]1[N:37]([C:45]2[CH:50]=[CH:49][C:48]([CH3:51])=[CH:47][CH:46]=2)[N:38]=[C:39]([C:41]([CH3:44])([CH3:43])[CH3:42])[CH:40]=1.CCN(C(C)C)C(C)C.N.